Dataset: Catalyst prediction with 721,799 reactions and 888 catalyst types from USPTO. Task: Predict which catalyst facilitates the given reaction. (1) Reactant: Cl[C:2]1[N:7]=[C:6]([N:8]([C:18]2[C:23]([CH3:24])=[CH:22][CH:21]=[CH:20][C:19]=2[CH3:25])[C:9]2[NH:13][C:12]3[CH:14]=[CH:15][CH:16]=[CH:17][C:11]=3[N:10]=2)[CH:5]=[CH:4][N:3]=1.[CH3:26][O:27][C:28]1[CH:29]=[C:30]([NH2:43])[CH:31]=[CH:32][C:33]=1[O:34][CH2:35][CH:36]1[CH2:41][CH2:40][N:39]([CH3:42])[CH2:38][CH2:37]1.[OH-].[Na+]. Product: [NH:10]1[C:11]2[CH:17]=[CH:16][CH:15]=[CH:14][C:12]=2[N:13]=[C:9]1[N:8]([C:18]1[C:23]([CH3:24])=[CH:22][CH:21]=[CH:20][C:19]=1[CH3:25])[C:6]1[CH:5]=[CH:4][N:3]=[C:2]([NH:43][C:30]2[CH:31]=[CH:32][C:33]([O:34][CH2:35][CH:36]3[CH2:41][CH2:40][N:39]([CH3:42])[CH2:38][CH2:37]3)=[C:28]([O:27][CH3:26])[CH:29]=2)[N:7]=1. The catalyst class is: 52. (2) Reactant: [H-].[Na+].[CH3:3][O:4][N:5]([CH3:30])[C:6]([C:8]1[C:13]([NH:14][S:15]([C:18]2[CH:23]=[CH:22][C:21]([Cl:24])=[C:20]([C:25]([F:28])([F:27])[F:26])[CH:19]=2)(=[O:17])=[O:16])=[CH:12][C:11]([Cl:29])=[CH:10][N:9]=1)=[O:7].[CH3:31][O:32][CH2:33]Cl. Product: [CH3:3][O:4][N:5]([CH3:30])[C:6]([C:8]1[C:13]([N:14]([CH2:31][O:32][CH3:33])[S:15]([C:18]2[CH:23]=[CH:22][C:21]([Cl:24])=[C:20]([C:25]([F:28])([F:27])[F:26])[CH:19]=2)(=[O:16])=[O:17])=[CH:12][C:11]([Cl:29])=[CH:10][N:9]=1)=[O:7]. The catalyst class is: 1. (3) Reactant: [Br:1][C:2]1[CH:7]=[CH:6][C:5]([N:8]2[CH2:13][CH2:12][S:11](=[O:15])(=[NH:14])[CH2:10][CH2:9]2)=[CH:4][CH:3]=1.C=O.[CH3:18]C1C(Br)=C(O)C(Br)=CC=1C1(C2C=C(Br)C(O)=C(Br)C=2C)OS(=O)(=O)C2C=CC=CC1=2.[OH-].[Na+].[BH3-]C#N.[Na+]. Product: [Br:1][C:2]1[CH:3]=[CH:4][C:5]([N:8]2[CH2:9][CH2:10][S:11](=[O:15])(=[N:14][CH3:18])[CH2:12][CH2:13]2)=[CH:6][CH:7]=1. The catalyst class is: 467. (4) Reactant: [NH2:1][C:2]1[CH:7]=[CH:6][C:5]([OH:8])=[C:4]([F:9])[CH:3]=1.[Cl:10][C:11]1[C:12]([C:18]([NH2:20])=[O:19])=[N:13][CH:14]=[CH:15][C:16]=1Cl.CC([O-])(C)C.[K+].O. Product: [NH2:1][C:2]1[CH:7]=[CH:6][C:5]([O:8][C:16]2[CH:15]=[CH:14][N:13]=[C:12]([C:18]([NH2:20])=[O:19])[C:11]=2[Cl:10])=[C:4]([F:9])[CH:3]=1. The catalyst class is: 3. (5) Reactant: [CH2:1](O)[CH2:2][CH2:3][OH:4].[OH-].[Na+].C1(C)C=CC=CC=1.[CH2:15]([C:17]1([CH2:21][O:22]S(C)(=O)=O)[CH2:20][O:19][CH2:18]1)[CH3:16]. Product: [CH2:15]([C:17]1([CH2:21][O:22][CH2:1][CH2:2][CH2:3][OH:4])[CH2:20][O:19][CH2:18]1)[CH3:16]. The catalyst class is: 568. (6) Reactant: C([N:4]([S:26]([CH3:29])(=[O:28])=[O:27])[N:5]1[C:14](=[O:15])[C:13]2[C:8](=[CH:9][C:10]([C:21]([F:24])([F:23])[F:22])=[C:11]([CH2:16][NH:17][C:18](=[O:20])[CH3:19])[CH:12]=2)[NH:7][C:6]1=[O:25])(=O)C. Product: [CH3:29][S:26]([NH:4][N:5]1[C:14](=[O:15])[C:13]2[C:8](=[CH:9][C:10]([C:21]([F:22])([F:24])[F:23])=[C:11]([CH2:16][NH:17][C:18](=[O:20])[CH3:19])[CH:12]=2)[NH:7][C:6]1=[O:25])(=[O:28])=[O:27]. The catalyst class is: 33. (7) Reactant: [CH3:1][O:2][C:3](=[O:18])[C:4]1[CH:16]=[C:15]([NH2:17])[CH:14]=[C:6]([C:7]([N:9]([CH3:13])[CH2:10][CH2:11][CH3:12])=[O:8])[CH:5]=1.C(N(CC)CC)C.[C:26](Cl)(=[O:28])[CH3:27].CNN(CCC)NC. Product: [CH3:1][O:2][C:3](=[O:18])[C:4]1[CH:16]=[C:15]([NH:17][C:26](=[O:28])[CH3:27])[CH:14]=[C:6]([C:7]([N:9]([CH3:13])[CH2:10][CH2:11][CH3:12])=[O:8])[CH:5]=1. The catalyst class is: 4.